Dataset: Full USPTO retrosynthesis dataset with 1.9M reactions from patents (1976-2016). Task: Predict the reactants needed to synthesize the given product. Given the product [O:1]=[C:2]1[NH:11][C:10]2[N:9]=[CH:8][CH:7]=[C:6]([O:12][C:13]3[CH:14]=[CH:15][C:16]4[O:20][C@@H:19]5[C@@H:21]([C:22]([N:47]=[N+:48]=[N-:49])=[O:23])[C@@H:18]5[C:17]=4[CH:25]=3)[C:5]=2[CH2:4][CH2:3]1, predict the reactants needed to synthesize it. The reactants are: [O:1]=[C:2]1[NH:11][C:10]2[N:9]=[CH:8][CH:7]=[C:6]([O:12][C:13]3[CH:14]=[CH:15][C:16]4[O:20][C@@H:19]5[C@@H:21]([C:22](O)=[O:23])[C@@H:18]5[C:17]=4[CH:25]=3)[C:5]=2[CH2:4][CH2:3]1.CCN(CC)CC.C1C=CC(P([N:47]=[N+:48]=[N-:49])(C2C=CC=CC=2)=O)=CC=1.O.